This data is from Forward reaction prediction with 1.9M reactions from USPTO patents (1976-2016). The task is: Predict the product of the given reaction. The product is: [N:25]([CH2:12][CH:13]1[O:18][C:17]2[C:19]([Br:23])=[CH:20][CH:21]=[CH:22][C:16]=2[N:15]([CH3:24])[CH2:14]1)=[N+:26]=[N-:27]. Given the reactants CC1C=CC(S(O[CH2:12][CH:13]2[O:18][C:17]3[C:19]([Br:23])=[CH:20][CH:21]=[CH:22][C:16]=3[N:15]([CH3:24])[CH2:14]2)(=O)=O)=CC=1.[N-:25]=[N+:26]=[N-:27].[Na+], predict the reaction product.